Dataset: Blood-brain barrier permeability classification from the B3DB database. Task: Regression/Classification. Given a drug SMILES string, predict its absorption, distribution, metabolism, or excretion properties. Task type varies by dataset: regression for continuous measurements (e.g., permeability, clearance, half-life) or binary classification for categorical outcomes (e.g., BBB penetration, CYP inhibition). Dataset: b3db_classification. The compound is NS(=O)(=O)c1cc2c(cc1Cl)NC(c1ccccc1)NC2=O. The result is 0 (does not penetrate BBB).